This data is from Forward reaction prediction with 1.9M reactions from USPTO patents (1976-2016). The task is: Predict the product of the given reaction. The product is: [OH:1][CH:2]([C:32]1[CH:37]=[CH:36][CH:35]=[C:34]([OH:38])[CH:33]=1)[C:3]([NH:5][NH:6][C:7](=[O:31])[C:8]1[C:13]([OH:14])=[CH:12][C:11]([OH:22])=[CH:10][C:9]=1[Cl:30])=[O:4]. Given the reactants [OH:1][CH:2]([C:32]1[CH:37]=[CH:36][CH:35]=[C:34]([OH:38])[CH:33]=1)[C:3]([NH:5][NH:6][C:7](=[O:31])[C:8]1[C:13]([O:14]CC2C=CC=CC=2)=[CH:12][C:11]([O:22]CC2C=CC=CC=2)=[CH:10][C:9]=1[Cl:30])=[O:4].Cl, predict the reaction product.